From a dataset of Forward reaction prediction with 1.9M reactions from USPTO patents (1976-2016). Predict the product of the given reaction. (1) Given the reactants [OH:1][C@@H:2]1[C:10]2[C:5](=[CH:6][CH:7]=[CH:8][CH:9]=2)[CH2:4][C@@:3]1([CH2:20][C:21]1[CH:29]=[CH:28][C:24]([C:25]([OH:27])=[O:26])=[CH:23][CH:22]=1)[C:11]1[CH2:12][C:13]2[C:18]([CH:19]=1)=[CH:17][CH:16]=[CH:15][CH:14]=2.[C:30]([O-])([O-])=O.[K+].[K+].CI, predict the reaction product. The product is: [OH:1][C@@H:2]1[C:10]2[C:5](=[CH:6][CH:7]=[CH:8][CH:9]=2)[CH2:4][C@@:3]1([CH2:20][C:21]1[CH:29]=[CH:28][C:24]([C:25]([O:27][CH3:30])=[O:26])=[CH:23][CH:22]=1)[C:11]1[CH2:12][C:13]2[C:18]([CH:19]=1)=[CH:17][CH:16]=[CH:15][CH:14]=2. (2) Given the reactants [N:1]([CH2:4][CH:5]1[O:9][C:8]2[CH:10]=[C:11]([F:22])[CH:12]=[C:13]([C:14]3[CH:19]=[CH:18][C:17]([Cl:20])=[CH:16][C:15]=3[Cl:21])[C:7]=2[O:6]1)=[N+]=[N-].C1(P(C2C=CC=CC=2)C2C=CC=CC=2)C=CC=CC=1.O.Cl, predict the reaction product. The product is: [Cl:21][C:15]1[CH:16]=[C:17]([Cl:20])[CH:18]=[CH:19][C:14]=1[C:13]1[C:7]2[O:6][CH:5]([CH2:4][NH2:1])[O:9][C:8]=2[CH:10]=[C:11]([F:22])[CH:12]=1. (3) Given the reactants [CH3:1][O:2][C:3]1[CH:8]=[CH:7][C:6](B(O)O)=[C:5]([CH3:12])[CH:4]=1.[CH3:13][O:14][C:15]([C:17]1[S:18][C:19](Br)=[C:20]([CH3:22])[CH:21]=1)=[O:16].C([O-])([O-])=O.[K+].[K+], predict the reaction product. The product is: [CH3:13][O:14][C:15]([C:17]1[S:18][C:19]([C:6]2[CH:7]=[CH:8][C:3]([O:2][CH3:1])=[CH:4][C:5]=2[CH3:12])=[C:20]([CH3:22])[CH:21]=1)=[O:16]. (4) Given the reactants [OH:1][NH:2][C:3]([C:5]1[C:10]([CH3:11])=[CH:9][CH:8]=[CH:7][N:6]=1)=[NH:4].[OH:12][C:13]1[CH:22]=[CH:21][C:20]2[C:15](=[CH:16][CH:17]=[CH:18][CH:19]=2)[C:14]=1[C:23](O)=O, predict the reaction product. The product is: [CH3:11][C:10]1[C:5]([C:3]2[N:4]=[C:23]([C:14]3[C:15]4[C:20](=[CH:19][CH:18]=[CH:17][CH:16]=4)[CH:21]=[CH:22][C:13]=3[OH:12])[O:1][N:2]=2)=[N:6][CH:7]=[CH:8][CH:9]=1. (5) Given the reactants [S:13]1[C:14]2[CH:20]=[CH:19][CH:18]=[CH:17][C:15]=2[N:16]=[C:12]1[S:11][S:11][C:12]1[S:13][C:14]2[CH:20]=[CH:19][CH:18]=[CH:17][C:15]=2[N:16]=1.[Br:21][C:22]1[C:23]2[CH:24]=[C:25]3[CH:34]([CH2:35][C:36]([O:38]C)=[O:37])[CH2:33][CH2:32][N:26]3[C:27]=2[CH:28]=[C:29]([F:31])[CH:30]=1, predict the reaction product. The product is: [S:13]1[C:14]2[CH:20]=[CH:19][CH:18]=[CH:17][C:15]=2[N:16]=[C:12]1[S:11][C:24]1[C:23]2[C:22]([Br:21])=[CH:30][C:29]([F:31])=[CH:28][C:27]=2[N:26]2[CH2:32][CH2:33][CH:34]([CH2:35][C:36]([OH:38])=[O:37])[C:25]=12. (6) Given the reactants [C:1]([C:4]1[CH:9]=[CH:8][CH:7]=[CH:6][N:5]=1)(=[O:3])[CH3:2].[C:10](OCC)(=[O:16])[C:11]([O:13][CH2:14][CH3:15])=[O:12].CC[O-].[Na+].C(O)(=O)C, predict the reaction product. The product is: [CH2:14]([O:13][C:11](=[O:12])[C:10](=[O:16])/[CH:2]=[C:1](\[OH:3])/[C:4]1[CH:9]=[CH:8][CH:7]=[CH:6][N:5]=1)[CH3:15]. (7) The product is: [CH:14]1([NH:13][CH:9]2[CH:8]([CH3:17])[CH2:7][NH:6][CH2:11][CH:10]2[CH3:12])[CH2:16][CH2:15]1. Given the reactants C([N:6]1[CH2:11][CH:10]([CH3:12])[CH:9]([NH:13][CH:14]2[CH2:16][CH2:15]2)[CH:8]([CH3:17])[CH2:7]1)(OCC)=O.[OH-].[Na+], predict the reaction product. (8) The product is: [CH3:19][N:6]1[CH2:5][CH2:4][N:3]2[C:7]3[CH:13]=[CH:12][C:11]([C:14]([O:16][CH2:17][CH3:18])=[O:15])=[CH:10][C:8]=3[N:9]=[C:2]2[CH2:1]1. Given the reactants [CH2:1]1[NH:6][CH2:5][CH2:4][N:3]2[C:7]3[CH:13]=[CH:12][C:11]([C:14]([O:16][CH2:17][CH3:18])=[O:15])=[CH:10][C:8]=3[N:9]=[C:2]12.[C:19](O)(=O)C.C=O.C([BH3-])#N.[Na+], predict the reaction product. (9) Given the reactants [C:10](O[C:10](=[O:17])[C:11]1[CH:16]=[CH:15][CH:14]=[CH:13][CH:12]=1)(=[O:17])[C:11]1[CH:16]=[CH:15][CH:14]=[CH:13][CH:12]=1.[OH:18][NH:19][C:20]([C:22]1[CH:27]=[CH:26][C:25]([NH:28][C:29](=[O:46])[CH2:30][CH2:31][CH2:32][C:33]([NH:35][C:36]2[CH:41]=[CH:40][C:39]([C:42](=[NH:45])[NH:43]O)=[CH:38][CH:37]=2)=[O:34])=[CH:24][CH:23]=1)=[NH:21].C(=O)(O)[O-].[Na+], predict the reaction product. The product is: [C:11]1([C:10]2[O:18][N:19]=[C:20]([C:22]3[CH:23]=[CH:24][C:25]([NH:28][C:29](=[O:46])[CH2:30][CH2:31][CH2:32][C:33]([NH:35][C:36]4[CH:37]=[CH:38][C:39]([C:42]5[N:45]=[C:10]([C:11]6[CH:12]=[CH:13][CH:14]=[CH:15][CH:16]=6)[O:17][N:43]=5)=[CH:40][CH:41]=4)=[O:34])=[CH:26][CH:27]=3)[N:21]=2)[CH:16]=[CH:15][CH:14]=[CH:13][CH:12]=1. (10) The product is: [CH3:1][O:2][N:3]([CH3:18])[C:4]([C:6]1[C:14]2[C:9](=[CH:10][CH:11]=[C:12]([N+:15]([O-:17])=[O:16])[CH:13]=2)[N:8]([CH2:26][O:25][CH2:24][CH2:23][Si:20]([CH3:22])([CH3:21])[CH3:19])[N:7]=1)=[O:5]. Given the reactants [CH3:1][O:2][N:3]([CH3:18])[C:4]([C:6]1[C:14]2[C:9](=[CH:10][CH:11]=[C:12]([N+:15]([O-:17])=[O:16])[CH:13]=2)[NH:8][N:7]=1)=[O:5].[CH3:19][Si:20]([CH2:23][CH2:24][O:25][CH2:26]Cl)([CH3:22])[CH3:21].C(N(C(C)C)CC)(C)C.O, predict the reaction product.